This data is from Full USPTO retrosynthesis dataset with 1.9M reactions from patents (1976-2016). The task is: Predict the reactants needed to synthesize the given product. (1) Given the product [OH:1][C:2]([CH3:22])([CH3:21])[CH2:3][C@H:4]1[CH2:8][O:7][C@@:6]([C@@H:10]2[C@:18]3([CH3:19])[C@H:13]([C:14](=[O:20])[CH2:15][CH2:16][CH2:17]3)[CH2:12][CH2:11]2)([CH3:9])[CH2:5]1, predict the reactants needed to synthesize it. The reactants are: [OH:1][C:2]([CH3:22])([CH3:21])[CH2:3][C@H:4]1[CH2:8][O:7][C@@:6]([C@@H:10]2[C@:18]3([CH3:19])[C@H:13]([C@@H:14]([OH:20])[CH2:15][CH2:16][CH2:17]3)[CH2:12][CH2:11]2)([CH3:9])[CH2:5]1.C1C=C[NH+]=CC=1.C1C=C[NH+]=CC=1.[O-][Cr](O[Cr]([O-])(=O)=O)(=O)=O. (2) Given the product [Cl:11][C:7]1[CH:6]=[C:5]2[C:4](=[C:9]([Cl:10])[CH:8]=1)[C:3](=[O:14])[N:23]([CH2:22][C:21]1[CH:20]=[CH:19][C:18]([O:17][CH:16]([F:15])[F:26])=[CH:25][CH:24]=1)[CH2:12]2, predict the reactants needed to synthesize it. The reactants are: CO[C:3](=[O:14])[C:4]1[C:9]([Cl:10])=[CH:8][C:7]([Cl:11])=[CH:6][C:5]=1[CH2:12]Br.[F:15][CH:16]([F:26])[O:17][C:18]1[CH:25]=[CH:24][C:21]([CH2:22][NH2:23])=[CH:20][CH:19]=1.C([O-])([O-])=O.[K+].[K+].C(OCC)(=O)C. (3) Given the product [C:1]([O:5][C:6]([N:8]1[CH2:13][CH:12]=[C:11]([C:14]2[NH:15][C:16]([C:26]3[CH:27]=[CH:28][C:23]([C:22]([F:33])([F:32])[F:21])=[CH:24][CH:25]=3)=[C:17]([C:26]3[CH:27]=[CH:28][C:23]([C:22]([F:33])([F:32])[F:21])=[CH:24][CH:25]=3)[N:18]=2)[CH2:10][CH2:9]1)=[O:7])([CH3:4])([CH3:3])[CH3:2], predict the reactants needed to synthesize it. The reactants are: [C:1]([O:5][C:6]([N:8]1[CH2:13][CH:12]=[C:11]([C:14]2[NH:15][C:16](Cl)=[C:17](Cl)[N:18]=2)[CH2:10][CH2:9]1)=[O:7])([CH3:4])([CH3:3])[CH3:2].[F:21][C:22]([F:33])([F:32])[C:23]1[CH:28]=[CH:27][C:26](B(O)O)=[CH:25][CH:24]=1.C(=O)([O-])[O-].[Na+].[Na+]. (4) Given the product [CH3:13][CH:12]([N:4]1[C:5]2=[N:6][CH:7]=[N:8][C:9]([NH2:11])=[C:10]2[C:2]([C:30]2[CH:29]=[C:28]3[C:33](=[CH:32][CH:31]=2)[N:25]([C:23](=[O:24])[CH2:22][C:18]2[CH:19]=[CH:20][CH:21]=[C:16]([CH3:15])[CH:17]=2)[CH2:26][CH2:27]3)=[N:3]1)[CH3:14], predict the reactants needed to synthesize it. The reactants are: I[C:2]1[C:10]2[C:5](=[N:6][CH:7]=[N:8][C:9]=2[NH2:11])[N:4]([CH:12]([CH3:14])[CH3:13])[N:3]=1.[CH3:15][C:16]1[CH:17]=[C:18]([CH2:22][C:23]([N:25]2[C:33]3[C:28](=[CH:29][C:30](B4OC(C)(C)C(C)(C)O4)=[CH:31][CH:32]=3)[CH2:27][CH2:26]2)=[O:24])[CH:19]=[CH:20][CH:21]=1.C(=O)(O)[O-].[Na+].O1CCOCC1. (5) Given the product [C:1]([O:5][C:6]([N:8]1[CH2:13][CH2:12][CH:11]([O:14][C:46]2[C:41]3[N:40]([CH2:49][CH3:50])[C:39]([C:38]4[C:34]([NH:33][C:32]([O:31][C:27]([CH3:28])([CH3:30])[CH3:29])=[O:51])=[N:35][O:36][N:37]=4)=[N:48][C:42]=3[CH:43]=[N:44][CH:45]=2)[CH2:10][CH2:9]1)=[O:7])([CH3:4])([CH3:2])[CH3:3], predict the reactants needed to synthesize it. The reactants are: [C:1]([O:5][C:6]([N:8]1[CH2:13][CH2:12][CH:11]([OH:14])[CH2:10][CH2:9]1)=[O:7])([CH3:4])([CH3:3])[CH3:2].N(C(OCC)=O)=NC(OCC)=O.[C:27]([O:31][C:32](=[O:51])[NH:33][C:34]1[C:38]([C:39]2[N:40]([CH2:49][CH3:50])[C:41]3[C:46](O)=[CH:45][N:44]=[CH:43][C:42]=3[N:48]=2)=[N:37][O:36][N:35]=1)([CH3:30])([CH3:29])[CH3:28].